This data is from Full USPTO retrosynthesis dataset with 1.9M reactions from patents (1976-2016). The task is: Predict the reactants needed to synthesize the given product. (1) Given the product [Cl:52][C:49]1[CH:48]=[CH:47][C:46]([N:39]2[C:38](=[O:53])[C:37]3[C:42](=[C:33]4[CH2:32][CH:31]([CH3:54])[CH2:30][NH:29][C:34]4=[CH:35][CH:36]=3)[N:41]=[C:40]2[CH:43]([CH3:45])[CH3:44])=[CH:51][CH:50]=1, predict the reactants needed to synthesize it. The reactants are: ClC1C=CC(N2C(=O)C3C(=C4CCCNC4=CC=3)N=C2C(C)C)=CC=1.C([N:29]1[C:34]2=[CH:35][CH:36]=[C:37]3[C:42]([N:41]=[C:40]([CH:43]([CH3:45])[CH3:44])[N:39]([C:46]4[CH:51]=[CH:50][C:49]([Cl:52])=[CH:48][CH:47]=4)[C:38]3=[O:53])=[C:33]2[CH2:32][CH:31]([CH3:54])[CH2:30]1)(=O)C. (2) Given the product [Br:23][C:24]1[CH:25]=[N:26][C:27]([N:19]2[CH2:20][CH2:21][CH2:22][CH:17]([CH2:16][N:13]3[C:11]4=[N:12][C:7]([C:5]5[CH:4]=[N:3][N:2]([CH3:1])[CH:6]=5)=[CH:8][N:9]=[C:10]4[N:15]=[N:14]3)[CH2:18]2)=[N:28][CH:29]=1, predict the reactants needed to synthesize it. The reactants are: [CH3:1][N:2]1[CH:6]=[C:5]([C:7]2[N:12]=[C:11]3[N:13]([CH2:16][CH:17]4[CH2:22][CH2:21][CH2:20][NH:19][CH2:18]4)[N:14]=[N:15][C:10]3=[N:9][CH:8]=2)[CH:4]=[N:3]1.[Br:23][C:24]1[CH:25]=[N:26][C:27](Cl)=[N:28][CH:29]=1.CCN(C(C)C)C(C)C. (3) Given the product [CH3:1][C:2]1([CH3:15])[N:7]([CH3:18])[CH2:6][CH2:5][N:4]([C:8]2[CH:13]=[CH:12][N:11]=[CH:10][C:9]=2[NH2:14])[CH2:3]1, predict the reactants needed to synthesize it. The reactants are: [CH3:1][C:2]1([CH3:15])[NH:7][CH2:6][CH2:5][N:4]([C:8]2[CH:13]=[CH:12][N:11]=[CH:10][C:9]=2[NH2:14])[CH2:3]1.[H-].[Na+].[CH3:18]I.CO.